This data is from Catalyst prediction with 721,799 reactions and 888 catalyst types from USPTO. The task is: Predict which catalyst facilitates the given reaction. (1) The catalyst class is: 14. Product: [CH2:1]([C:8]1[CH:17]=[C:16]2[C:11]([C:12]([OH:35])=[C:13]([C:30]([NH:36][CH2:37][C:38]3[CH:43]=[CH:42][N:41]=[CH:40][CH:39]=3)=[O:32])[C:14](=[O:29])[N:15]2[CH2:18][C:19]2[CH:24]=[CH:23][C:22]([S:25]([CH3:28])(=[O:27])=[O:26])=[CH:21][CH:20]=2)=[N:10][CH:9]=1)[C:2]1[CH:7]=[CH:6][CH:5]=[CH:4][CH:3]=1. Reactant: [CH2:1]([C:8]1[CH:17]=[C:16]2[C:11]([C:12]([OH:35])=[C:13]([C:30]([O:32]CC)=O)[C:14](=[O:29])[N:15]2[CH2:18][C:19]2[CH:24]=[CH:23][C:22]([S:25]([CH3:28])(=[O:27])=[O:26])=[CH:21][CH:20]=2)=[N:10][CH:9]=1)[C:2]1[CH:7]=[CH:6][CH:5]=[CH:4][CH:3]=1.[NH2:36][CH2:37][C:38]1[CH:43]=[CH:42][N:41]=[CH:40][CH:39]=1. (2) Reactant: [N+:1]([C:4]1[CH:5]=[C:6]([OH:14])[CH:7]=[C:8]([C:10]([F:13])([F:12])[F:11])[CH:9]=1)([O-:3])=[O:2].C([O-])([O-])=O.[K+].[K+].[CH2:21]([O:28][C:29]([N:31]1[CH2:34][CH:33]([CH2:35]O)[CH2:32]1)=[O:30])[C:22]1[CH:27]=[CH:26][CH:25]=[CH:24][CH:23]=1. Product: [CH2:21]([O:28][C:29]([N:31]1[CH2:34][CH:33]([CH2:35][O:14][C:6]2[CH:7]=[C:8]([C:10]([F:11])([F:12])[F:13])[CH:9]=[C:4]([N+:1]([O-:3])=[O:2])[CH:5]=2)[CH2:32]1)=[O:30])[C:22]1[CH:23]=[CH:24][CH:25]=[CH:26][CH:27]=1. The catalyst class is: 3.